Dataset: Forward reaction prediction with 1.9M reactions from USPTO patents (1976-2016). Task: Predict the product of the given reaction. (1) Given the reactants [C:1]([C:3](=[CH:9][C:10]1[CH:15]=[CH:14][CH:13]=[CH:12][C:11]=1[N+:16]([O-])=O)[C:4]([O:6][CH2:7][CH3:8])=[O:5])#[N:2], predict the reaction product. The product is: [NH2:2][C:1]1[C:3]([C:4]([O:6][CH2:7][CH3:8])=[O:5])=[CH:9][C:10]2[C:11](=[CH:12][CH:13]=[CH:14][CH:15]=2)[N:16]=1. (2) Given the reactants C([O:4][C@@H:5]1[C:14]2[N:13]=[C:12]([CH:15]([CH3:17])[CH3:16])[C:11]3[C@@H:18]([C:26]4[CH:31]=[CH:30][C:29]([C:32]([F:35])([F:34])[F:33])=[CH:28][C:27]=4[F:36])[O:19][C:20]4([CH2:25][CH2:24][O:23][CH2:22][CH2:21]4)[C:10]=3[C:9]=2[C@@H:8]([O:37][Si](C(C)(C)C)(C)C)[CH2:7][C:6]1([CH3:46])[CH3:45])(=O)C.C(=O)([O-])[O-].[K+].[K+], predict the reaction product. The product is: [F:36][C:27]1[CH:28]=[C:29]([C:32]([F:33])([F:34])[F:35])[CH:30]=[CH:31][C:26]=1[C@@H:18]1[C:11]2[C:12]([CH:15]([CH3:17])[CH3:16])=[N:13][C:14]3[C@@H:5]([OH:4])[C:6]([CH3:45])([CH3:46])[CH2:7][C@H:8]([OH:37])[C:9]=3[C:10]=2[C:20]2([CH2:21][CH2:22][O:23][CH2:24][CH2:25]2)[O:19]1. (3) Given the reactants C(OC(=O)[NH:10][C@@H:11]([CH:39]1[CH2:44][CH2:43][C:42]([F:46])([F:45])[CH2:41][CH2:40]1)[C:12]([N:14]1[C@H:19]([C:20](=[O:32])[NH:21][C@H:22]2[C:31]3[C:26](=[CH:27][CH:28]=[CH:29][CH:30]=3)[O:25][CH2:24][CH2:23]2)[CH2:18][N:17]2[CH2:33][C@H:34]([O:36][CH2:37][CH3:38])[CH2:35][C@@H:16]2[CH2:15]1)=[O:13])C1C=CC=CC=1.[ClH:48].CO, predict the reaction product. The product is: [ClH:48].[ClH:48].[NH2:10][C@@H:11]([CH:39]1[CH2:44][CH2:43][C:42]([F:45])([F:46])[CH2:41][CH2:40]1)[C:12]([N:14]1[C@H:19]([C:20]([NH:21][C@H:22]2[C:31]3[C:26](=[CH:27][CH:28]=[CH:29][CH:30]=3)[O:25][CH2:24][CH2:23]2)=[O:32])[CH2:18][N:17]2[CH2:33][C@H:34]([O:36][CH2:37][CH3:38])[CH2:35][C@@H:16]2[CH2:15]1)=[O:13]. (4) The product is: [Cl:1][C:2]1[C:3]([CH3:54])=[C:4]([C:18]2[C:26]3[C:25]([O:27][C@H:28]([CH2:34][C:35]4[CH:40]=[CH:39][CH:38]=[CH:37][C:36]=4[O:41][CH2:42][C:43]4[N:47]([CH2:48][C:49]([F:52])([F:51])[F:50])[N:46]=[CH:45][CH:44]=4)[C:29]([O:31][CH2:32][CH3:33])=[O:30])=[N:24][CH:23]=[N:22][C:21]=3[S:20][C:19]=2[C:59]2[CH:60]=[N:61][C:56]([F:55])=[CH:57][CH:58]=2)[CH:5]=[CH:6][C:7]=1[O:8][CH2:9][CH2:10][N:11]1[CH2:16][CH2:15][N:14]([CH3:17])[CH2:13][CH2:12]1. Given the reactants [Cl:1][C:2]1[C:3]([CH3:54])=[C:4]([C:18]2[C:26]3[C:25]([O:27][C@H:28]([CH2:34][C:35]4[CH:40]=[CH:39][CH:38]=[CH:37][C:36]=4[O:41][CH2:42][C:43]4[N:47]([CH2:48][C:49]([F:52])([F:51])[F:50])[N:46]=[CH:45][CH:44]=4)[C:29]([O:31][CH2:32][CH3:33])=[O:30])=[N:24][CH:23]=[N:22][C:21]=3[S:20][C:19]=2I)[CH:5]=[CH:6][C:7]=1[O:8][CH2:9][CH2:10][N:11]1[CH2:16][CH2:15][N:14]([CH3:17])[CH2:13][CH2:12]1.[F:55][C:56]1[N:61]=[CH:60][C:59](B(O)O)=[CH:58][CH:57]=1.C(=O)([O-])[O-].[Cs+].[Cs+], predict the reaction product. (5) Given the reactants [CH3:1][C:2]1[C:10]2[C:5](=[CH:6][CH:7]=[CH:8][C:9]=2[CH3:11])[N:4]([CH2:12][CH2:13][C:14]([NH:16][NH2:17])=[O:15])[CH:3]=1.[F:18][C:19]1[CH:26]=[C:25]([O:27][CH3:28])[C:24]([O:29][CH3:30])=[CH:23][C:20]=1[CH:21]=O, predict the reaction product. The product is: [CH3:1][C:2]1[C:10]2[C:5](=[CH:6][CH:7]=[CH:8][C:9]=2[CH3:11])[N:4]([CH2:12][CH2:13][C:14]([NH:16][N:17]=[CH:21][C:20]2[CH:23]=[C:24]([O:29][CH3:30])[C:25]([O:27][CH3:28])=[CH:26][C:19]=2[F:18])=[O:15])[CH:3]=1.